Dataset: Reaction yield outcomes from USPTO patents with 853,638 reactions. Task: Predict the reaction yield, written as a fraction of the theoretical maximum amount of product (1.0 means a 100% yield; for example, 0.34 means a 34% yield). (1) The reactants are [F:1][C:2]1[CH:3]=[N:4][C:5]([C:8]#N)=[N:6][CH:7]=1.CC(C[AlH]CC(C)C)C.C[OH:20].Cl. The catalyst is C1COCC1. The product is [F:1][C:2]1[CH:3]=[N:4][C:5]([CH:8]=[O:20])=[N:6][CH:7]=1. The yield is 0.760. (2) The yield is 0.226. The product is [Cl:8][C:6]1[C:5]([C:9]([F:12])([F:11])[F:10])=[CH:4][N:3]=[C:2]([NH2:13])[N:7]=1. The catalyst is CO. The reactants are Cl[C:2]1[N:7]=[C:6]([Cl:8])[C:5]([C:9]([F:12])([F:11])[F:10])=[CH:4][N:3]=1.[NH3:13]. (3) The reactants are [Cl:1][C:2]1[CH:7]=[C:6]([C:8]([F:20])([C:16]([F:19])([F:18])[F:17])[C:9]([F:15])([F:14])[C:10]([F:13])([F:12])[F:11])[CH:5]=[C:4]([Cl:21])[C:3]=1[N:22]1[CH:26]=[C:25]([C:27]2[CH:32]=[CH:31][C:30](F)=[C:29]([N+:34]([O-:36])=[O:35])[CH:28]=2)[N:24]=[N:23]1.[C-:37]#[N:38].[Na+].O.C(OCC)(=O)C. The catalyst is CN(C)C=O. The product is [Cl:21][C:4]1[CH:5]=[C:6]([C:8]([F:20])([C:16]([F:19])([F:17])[F:18])[C:9]([F:14])([F:15])[C:10]([F:12])([F:13])[F:11])[CH:7]=[C:2]([Cl:1])[C:3]=1[N:22]1[CH:26]=[C:25]([C:27]2[CH:32]=[CH:31][C:30]([C:37]#[N:38])=[C:29]([N+:34]([O-:36])=[O:35])[CH:28]=2)[N:24]=[N:23]1. The yield is 0.160. (4) The reactants are [C:1]1([CH:7]2[N:21]3[C:22]4[C:14]([C:15]5[C:16](OC(N)C)=[CH:17][CH:18]=[CH:19][C:20]=53)=[CH:13][CH:12]=[CH:11][C:10]=4[O:9][CH2:8]2)[CH:6]=[CH:5][CH:4]=[CH:3][CH:2]=1.C(O[C:31](=[O:33])[CH3:32])(=O)C. The product is [C:1]1([CH:7]2[N:21]3[C:22]4[C:14]([C:15]5[C:16]([O:9][CH2:8][CH2:7][NH:21][C:31](=[O:33])[CH3:32])=[CH:17][CH:18]=[CH:19][C:20]=53)=[CH:13][CH:12]=[CH:11][C:10]=4[O:9][CH2:8]2)[CH:2]=[CH:3][CH:4]=[CH:5][CH:6]=1. The yield is 0.710. The catalyst is CN(C=O)C.CN(C1C=CN=CC=1)C.